This data is from CYP2C19 inhibition data for predicting drug metabolism from PubChem BioAssay. The task is: Regression/Classification. Given a drug SMILES string, predict its absorption, distribution, metabolism, or excretion properties. Task type varies by dataset: regression for continuous measurements (e.g., permeability, clearance, half-life) or binary classification for categorical outcomes (e.g., BBB penetration, CYP inhibition). Dataset: cyp2c19_veith. (1) The result is 0 (non-inhibitor). The compound is COc1ccccc1N1CCN(C[C@@H](C(=O)NC(C)(C)C)c2ccccc2)CC1. (2) The drug is Cc1cccc(NC(=O)Cn2c(=O)oc3ccccc32)c1. The result is 1 (inhibitor). (3) The molecule is Cc1noc(C)c1C(=O)N1CCC2(CCCN(C(=O)Nc3cccc(F)c3)C2)CC1. The result is 0 (non-inhibitor). (4) The molecule is CCn1c(SCC(=O)c2ccccc2)nnc1-c1cccs1. The result is 1 (inhibitor). (5) The compound is O=S(=O)(c1ccccc1)N1CCC2(CCN(c3ccncc3)CC2)CC1. The result is 1 (inhibitor).